Dataset: Peptide-MHC class I binding affinity with 185,985 pairs from IEDB/IMGT. Task: Regression. Given a peptide amino acid sequence and an MHC pseudo amino acid sequence, predict their binding affinity value. This is MHC class I binding data. (1) The peptide sequence is MKYVWPPIM. The MHC is HLA-A69:01 with pseudo-sequence HLA-A69:01. The binding affinity (normalized) is 0.0847. (2) The peptide sequence is WVPLTNNYM. The MHC is Mamu-A02 with pseudo-sequence Mamu-A02. The binding affinity (normalized) is 0.439. (3) The peptide sequence is DIGTVKDGRL. The MHC is HLA-A02:01 with pseudo-sequence HLA-A02:01. The binding affinity (normalized) is 0. (4) The peptide sequence is QPTPLSPPLR. The MHC is HLA-A02:01 with pseudo-sequence HLA-A02:01. The binding affinity (normalized) is 0. (5) The peptide sequence is MAMPEYWQF. The MHC is HLA-C15:02 with pseudo-sequence HLA-C15:02. The binding affinity (normalized) is 0.0847. (6) The peptide sequence is FLKEQGGL. The MHC is HLA-B51:01 with pseudo-sequence HLA-B51:01. The binding affinity (normalized) is 0.